From a dataset of TCR-epitope binding with 47,182 pairs between 192 epitopes and 23,139 TCRs. Binary Classification. Given a T-cell receptor sequence (or CDR3 region) and an epitope sequence, predict whether binding occurs between them. (1) The epitope is HTTDPSFLGRY. The TCR CDR3 sequence is CASSVLRGRNEQFF. Result: 0 (the TCR does not bind to the epitope). (2) The epitope is ARMILMTHF. The TCR CDR3 sequence is CASSKGPGQTIYNEQFF. Result: 0 (the TCR does not bind to the epitope). (3) The epitope is RAKFKQLL. The TCR CDR3 sequence is CASSIGDTLNGYTF. Result: 1 (the TCR binds to the epitope).